From a dataset of Catalyst prediction with 721,799 reactions and 888 catalyst types from USPTO. Predict which catalyst facilitates the given reaction. (1) Reactant: [Cl:1][C:2]1[CH:7]=[CH:6][C:5]([C@H:8]2[C@@H:13]([O:14][CH2:15][O:16][CH3:17])[C@H:12]([O:18][CH2:19][O:20][CH3:21])[C@H:11]([O:22][CH2:23][O:24][CH3:25])[CH:10]([CH2:26][O:27][CH2:28][O:29][CH3:30])[O:9]2)=[CH:4][C:3]=1[CH2:31]O.C(N(CC)CC)C.CS(Cl)(=O)=O.[Br-:45].[Li+]. Product: [Br:45][CH2:31][C:3]1[CH:4]=[C:5]([C@H:8]2[C@@H:13]([O:14][CH2:15][O:16][CH3:17])[C@H:12]([O:18][CH2:19][O:20][CH3:21])[C@H:11]([O:22][CH2:23][O:24][CH3:25])[CH:10]([CH2:26][O:27][CH2:28][O:29][CH3:30])[O:9]2)[CH:6]=[CH:7][C:2]=1[Cl:1]. The catalyst class is: 133. (2) Reactant: [C:1]([O:5][C:6]([N:8]1[CH2:13][CH2:12][N:11]([C:14]2[CH:19]=[CH:18][C:17]([NH2:20])=[CH:16][CH:15]=2)[CH2:10][CH2:9]1)=[O:7])([CH3:4])([CH3:3])[CH3:2].[CH2:21]([O:23][C:24]([C:26]1[C:36]([NH2:37])=[N:35][C:29]2[N:30]=[C:31](Cl)[N:32]=[CH:33][C:28]=2[CH:27]=1)=[O:25])[CH3:22].CCCCCC.C(OCC)(=O)C. Product: [CH2:21]([O:23][C:24]([C:26]1[C:36]([NH2:37])=[N:35][C:29]2[N:30]=[C:31]([NH:20][C:17]3[CH:16]=[CH:15][C:14]([N:11]4[CH2:12][CH2:13][N:8]([C:6]([O:5][C:1]([CH3:4])([CH3:2])[CH3:3])=[O:7])[CH2:9][CH2:10]4)=[CH:19][CH:18]=3)[N:32]=[CH:33][C:28]=2[CH:27]=1)=[O:25])[CH3:22]. The catalyst class is: 12. (3) Reactant: [C:1]([C:5]1[CH:10]=[CH:9][C:8]([C:11]2[O:15][N:14]=[C:13]([C:16]([O:18][CH2:19][CH3:20])=[O:17])[CH:12]=2)=[CH:7][CH:6]=1)([CH3:4])([CH3:3])[CH3:2].[Cl:21]N1C(=O)CCC1=O. Product: [C:1]([C:5]1[CH:6]=[CH:7][C:8]([C:11]2[O:15][N:14]=[C:13]([C:16]([O:18][CH2:19][CH3:20])=[O:17])[C:12]=2[Cl:21])=[CH:9][CH:10]=1)([CH3:4])([CH3:2])[CH3:3]. The catalyst class is: 15.